Dataset: Catalyst prediction with 721,799 reactions and 888 catalyst types from USPTO. Task: Predict which catalyst facilitates the given reaction. Reactant: Cl[C:2]1[N:11]=[C:10]([NH:12][CH2:13][CH:14]([C:21]2[CH:26]=[CH:25][CH:24]=[CH:23][CH:22]=2)[C:15]2[CH:20]=[CH:19][N:18]=[CH:17][CH:16]=2)[C:9]2[C:4](=[CH:5][CH:6]=[CH:7][CH:8]=2)[N:3]=1.[CH3:27][N:28]([CH3:44])[C:29]1[CH:34]=[CH:33][C:32](B2OC(C)(C)C(C)(C)O2)=[CH:31][CH:30]=1.C1(C(C2C=CC=CN=2)CNC2C3C(=CC=CC=3)N=C(C3C=CC(NS(C)(=O)=O)=CC=3)N=2)C=CC=CC=1. Product: [CH3:27][N:28]([CH3:44])[C:29]1[CH:34]=[CH:33][C:32]([C:2]2[N:11]=[C:10]([NH:12][CH2:13][CH:14]([C:21]3[CH:26]=[CH:25][CH:24]=[CH:23][CH:22]=3)[C:15]3[CH:20]=[CH:19][N:18]=[CH:17][CH:16]=3)[C:9]3[C:4](=[CH:5][CH:6]=[CH:7][CH:8]=3)[N:3]=2)=[CH:31][CH:30]=1. The catalyst class is: 147.